Task: Predict the reactants needed to synthesize the given product.. Dataset: Full USPTO retrosynthesis dataset with 1.9M reactions from patents (1976-2016) (1) Given the product [CH2:1]([O:3][C:4](=[O:26])/[C:5](=[CH:11]/[C:12]1[CH:17]=[CH:16][C:15]([N:18]2[CH:22]=[C:21]([CH3:23])[N:20]=[CH:19]2)=[C:14]([O:24][CH3:25])[CH:13]=1)/[CH2:6][CH2:7][CH2:8][CH2:9][NH:32][CH2:31][C:30]1[CH:33]=[CH:34][CH:35]=[C:28]([F:27])[CH:29]=1)[CH3:2], predict the reactants needed to synthesize it. The reactants are: [CH2:1]([O:3][C:4](=[O:26])/[C:5](=[CH:11]/[C:12]1[CH:17]=[CH:16][C:15]([N:18]2[CH:22]=[C:21]([CH3:23])[N:20]=[CH:19]2)=[C:14]([O:24][CH3:25])[CH:13]=1)/[CH2:6][CH2:7][CH2:8][CH:9]=O)[CH3:2].[F:27][C:28]1[CH:29]=[C:30]([CH:33]=[CH:34][CH:35]=1)[CH2:31][NH2:32].C(O[BH-](OC(=O)C)OC(=O)C)(=O)C.[Na+].O.C(=O)(O)[O-].[Na+]. (2) Given the product [CH2:16]([O:15][C:11]([C:1]1[S:2][C:3]([S:4][CH3:5])=[C:6]([C:9]#[N:10])[C:7]=1[NH2:8])=[O:14])[CH3:17], predict the reactants needed to synthesize it. The reactants are: [CH3:1][S:2][C:3](=[C:6]([C:9]#[N:10])[C:7]#[N:8])[S:4][CH3:5].[C:11]([O:15][CH2:16][CH3:17])(=[O:14])CS.C(N(CC)CC)C. (3) Given the product [Cl:26][C:23]1[CH:24]=[C:25]2[C:17]([C:15]([C:11]3[CH:12]=[CH:13][CH:14]=[C:9]([OH:8])[C:10]=3[O:27][CH2:28][CH:29]3[CH2:31][CH2:30]3)=[O:16])=[CH:18][NH:19][C:20]2=[N:21][CH:22]=1, predict the reactants needed to synthesize it. The reactants are: C([O:8][C:9]1[C:10]([O:27][CH2:28][CH:29]2[CH2:31][CH2:30]2)=[C:11]([C:15]([C:17]2[C:25]3[C:20](=[N:21][CH:22]=[C:23]([Cl:26])[CH:24]=3)[NH:19][CH:18]=2)=[O:16])[CH:12]=[CH:13][CH:14]=1)C1C=CC=CC=1.